Dataset: Full USPTO retrosynthesis dataset with 1.9M reactions from patents (1976-2016). Task: Predict the reactants needed to synthesize the given product. (1) Given the product [O:35]1[CH2:36][CH2:37][N:32]([C:27]2[CH:26]=[C:25]([C:17]3[C:16]4[O:15][C:14]5[C:23](=[CH:24][C:11]([NH:10][CH:1]([C:4]6[CH:5]=[N:6][CH:7]=[CH:8][CH:9]=6)[CH3:2])=[CH:12][CH:13]=5)[CH2:22][C:21]=4[CH:20]=[CH:19][CH:18]=3)[NH:30][C:29](=[O:31])[CH:28]=2)[CH2:33][CH2:34]1, predict the reactants needed to synthesize it. The reactants are: [C:1]([C:4]1[CH:5]=[N:6][CH:7]=[CH:8][CH:9]=1)(=O)[CH3:2].[NH2:10][C:11]1[CH:24]=[C:23]2[C:14]([O:15][C:16]3[C:17]([C:25]4[NH:30][C:29](=[O:31])[CH:28]=[C:27]([N:32]5[CH2:37][CH2:36][O:35][CH2:34][CH2:33]5)[CH:26]=4)=[CH:18][CH:19]=[CH:20][C:21]=3[CH2:22]2)=[CH:13][CH:12]=1.C(O)C.[BH4-].[Na+]. (2) The reactants are: [CH3:1][C@@H:2]1[N:13]([CH3:14])[C:12](=[O:15])[C@H:11]([CH2:16][C:17](O)=[O:18])[CH2:10][CH:9]=[CH:8][CH2:7][CH2:6][C:5](=[O:20])[O:4][C@@H:3]1[C:21]1[CH:26]=[CH:25][CH:24]=[CH:23][CH:22]=1.[CH3:27][N:28]1[CH2:33][CH2:32][CH:31]([CH2:34][NH2:35])[CH2:30][CH2:29]1.CO.C(Cl)Cl. Given the product [CH3:1][C@@H:2]1[N:13]([CH3:14])[C:12](=[O:15])[C@H:11]([CH2:16][C:17]([NH:35][CH2:34][CH:31]2[CH2:32][CH2:33][N:28]([CH3:27])[CH2:29][CH2:30]2)=[O:18])[CH2:10][CH:9]=[CH:8][CH2:7][CH2:6][C:5](=[O:20])[O:4][C@@H:3]1[C:21]1[CH:22]=[CH:23][CH:24]=[CH:25][CH:26]=1, predict the reactants needed to synthesize it. (3) Given the product [N:28]1([CH2:33][C:34]2[CH:41]=[CH:40][C:37]([C:38]3[NH:8][C:5]4=[N:6][CH:7]=[C:2]([Cl:1])[C:3]([N:12]5[CH2:17][CH2:16][N:15]([CH2:18][C:19]6[N:20]=[C:21]([CH3:24])[S:22][CH:23]=6)[CH2:14][CH2:13]5)=[C:4]4[N:9]=3)=[CH:36][CH:35]=2)[CH:32]=[CH:31][CH:30]=[N:29]1, predict the reactants needed to synthesize it. The reactants are: [Cl:1][C:2]1[C:3]([N:12]2[CH2:17][CH2:16][N:15]([CH2:18][C:19]3[N:20]=[C:21]([CH3:24])[S:22][CH:23]=3)[CH2:14][CH2:13]2)=[C:4]([N+:9]([O-])=O)[C:5]([NH2:8])=[N:6][CH:7]=1.CCO.[N:28]1([CH2:33][C:34]2[CH:41]=[CH:40][C:37]([CH:38]=O)=[CH:36][CH:35]=2)[CH:32]=[CH:31][CH:30]=[N:29]1.[O-]S(S([O-])=O)=O.[Na+].[Na+]. (4) Given the product [Cl:40][C:25]1[CH:24]=[C:23]([NH:22][C:19]2[C:20]3[N:12]([CH2:11][CH2:10][OH:9])[CH:13]=[CH:14][C:15]=3[N:16]=[CH:17][N:18]=2)[CH:39]=[CH:38][C:26]=1[O:27][C:28]1[CH:36]=[CH:35][CH:34]=[C:33]2[C:29]=1[CH2:30][CH2:31][C:32]2=[O:37], predict the reactants needed to synthesize it. The reactants are: C([O:9][CH2:10][CH2:11][N:12]1[C:20]2[C:19](Cl)=[N:18][CH:17]=[N:16][C:15]=2[CH:14]=[CH:13]1)(=O)C1C=CC=CC=1.[NH2:22][C:23]1[CH:39]=[CH:38][C:26]([O:27][C:28]2[CH:36]=[CH:35][CH:34]=[C:33]3[C:29]=2[CH2:30][CH2:31][C:32]3=[O:37])=[C:25]([Cl:40])[CH:24]=1.[OH-].[Na+].O.